This data is from Reaction yield outcomes from USPTO patents with 853,638 reactions. The task is: Predict the reaction yield, written as a fraction of the theoretical maximum amount of product (1.0 means a 100% yield; for example, 0.34 means a 34% yield). (1) The catalyst is C1COCC1. The product is [CH3:19][O:18][C:14]([C:15]1[S:16][C:5]([CH:4]([O:3][CH2:1][CH3:2])[O:11][CH2:12][CH3:13])=[CH:6][C:7]=1[CH2:8][CH3:9])=[O:17]. The yield is 0.820. The reactants are [CH2:1]([O:3][CH:4]([O:11][CH2:12][CH3:13])[C:5]#[C:6][C:7](=O)[CH2:8][CH3:9])[CH3:2].[C:14]([O:18][CH3:19])(=[O:17])[CH2:15][SH:16].CO.C([O-])([O-])=O.[Cs+].[Cs+].[O-]S([O-])(=O)=O.[Mg+2]. (2) The catalyst is CS(C)=O. The product is [F:27][C:23]1([F:26])[CH2:24][CH2:25][CH:20]([CH2:19][C:18]2[N:10]3[C:11]([CH3:17])=[CH:12][C:13]([C:15]#[N:16])=[CH:14][C:9]3=[N:8][C:7]=2[CH2:6][S:29]([CH3:28])(=[O:31])=[O:30])[CH2:21][CH2:22]1. The yield is 0.470. The reactants are CS(O[CH2:6][C:7]1[N:8]=[C:9]2[CH:14]=[C:13]([C:15]#[N:16])[CH:12]=[C:11]([CH3:17])[N:10]2[C:18]=1[CH2:19][CH:20]1[CH2:25][CH2:24][C:23]([F:27])([F:26])[CH2:22][CH2:21]1)(=O)=O.[CH3:28][S:29]([O-:31])=[O:30].[Na+].O.